From a dataset of Full USPTO retrosynthesis dataset with 1.9M reactions from patents (1976-2016). Predict the reactants needed to synthesize the given product. (1) Given the product [CH2:15]([N:10]1[C:11]2[C:7](=[CH:6][C:5]([CH2:3][OH:4])=[CH:13][CH:12]=2)[CH:8]=[N:9]1)[CH:16]([CH3:18])[CH3:17], predict the reactants needed to synthesize it. The reactants are: CO[C:3]([C:5]1[CH:6]=[C:7]2[C:11](=[CH:12][CH:13]=1)[NH:10][N:9]=[CH:8]2)=[O:4].I[CH2:15][CH:16]([CH3:18])[CH3:17]. (2) The reactants are: Br[C:2]1[C:7]([CH3:8])=[CH:6][C:5]([O:9][CH2:10][CH2:11][CH2:12][S:13]([CH3:16])(=[O:15])=[O:14])=[CH:4][C:3]=1[CH3:17].[CH:18]([C:20]1[CH:21]=[C:22](B(O)O)[CH:23]=[CH:24][CH:25]=1)=[O:19].CS(C)=O.P([O-])([O-])([O-])=O.[K+].[K+].[K+]. Given the product [CH3:17][C:3]1[CH:4]=[C:5]([O:9][CH2:10][CH2:11][CH2:12][S:13]([CH3:16])(=[O:15])=[O:14])[CH:6]=[C:7]([CH3:8])[C:2]=1[C:24]1[CH:23]=[CH:22][CH:21]=[C:20]([CH:18]=[O:19])[CH:25]=1, predict the reactants needed to synthesize it. (3) Given the product [F:31][C:24]1[CH:25]=[C:26]([F:30])[CH:27]=[C:28]([F:29])[C:23]=1[CH2:22][N:10]1[C:9]([C:5]2[CH:4]=[C:3]([C:1]#[C:2][C:33]3[CH:34]=[C:35]([CH:41]=[CH:42][CH:43]=3)[C:36]([O:38][CH2:39][CH3:40])=[O:37])[CH:8]=[CH:7][CH:6]=2)=[C:17]2[C:12]([C:13]([C:18]([F:21])([F:19])[F:20])=[CH:14][CH:15]=[CH:16]2)=[N:11]1, predict the reactants needed to synthesize it. The reactants are: [C:1]([C:3]1[CH:4]=[C:5]([C:9]2[N:10]([CH2:22][C:23]3[C:28]([F:29])=[CH:27][C:26]([F:30])=[CH:25][C:24]=3[F:31])[N:11]=[C:12]3[C:17]=2[CH:16]=[CH:15][CH:14]=[C:13]3[C:18]([F:21])([F:20])[F:19])[CH:6]=[CH:7][CH:8]=1)#[CH:2].I[C:33]1[CH:34]=[C:35]([CH:41]=[CH:42][CH:43]=1)[C:36]([O:38][CH2:39][CH3:40])=[O:37]. (4) Given the product [CH2:1]([O:3][C:4](=[O:15])[C:5]([Cl:14])=[CH:26][C:25]1[CH:28]=[CH:29][C:22]([I:21])=[CH:23][CH:24]=1)[CH3:2], predict the reactants needed to synthesize it. The reactants are: [CH2:1]([O:3][C:4](=[O:15])[CH:5]([Cl:14])P(CCC)(CCC)=O)[CH3:2].C([Li])CCC.[I:21][C:22]1[CH:29]=[CH:28][C:25]([CH:26]=O)=[CH:24][CH:23]=1.C(OCC)(=O)C.